From a dataset of Reaction yield outcomes from USPTO patents with 853,638 reactions. Predict the reaction yield, written as a fraction of the theoretical maximum amount of product (1.0 means a 100% yield; for example, 0.34 means a 34% yield). (1) The reactants are [CH2:1]([C:3]1[C:4]([OH:32])=[C:5]([C:28]([O:30]C)=[O:29])[C:6](=[O:27])[NH:7][C:8]=1[C:9]1[CH:14]=[CH:13][C:12]([N:15]2[CH2:19][CH2:18][C@@H:17]([O:20]C3CCCCO3)[CH2:16]2)=[CH:11][CH:10]=1)[CH3:2].[Li+].[I-].Cl. The catalyst is CCOC(C)=O.CCOCC. The product is [CH2:1]([C:3]1[C:4]([OH:32])=[C:5]([C:28]([OH:30])=[O:29])[C:6](=[O:27])[NH:7][C:8]=1[C:9]1[CH:10]=[CH:11][C:12]([N:15]2[CH2:19][CH2:18][C@@H:17]([OH:20])[CH2:16]2)=[CH:13][CH:14]=1)[CH3:2]. The yield is 0.690. (2) The reactants are Br[CH:2]([C:7]1[CH:8]=[C:9]([Cl:15])[C:10]([Cl:14])=[C:11]([Cl:13])[CH:12]=1)[C:3]([F:6])([F:5])[F:4].[CH:16]([C:18]1[CH:19]=[C:20]2[C:24](=[CH:25][CH:26]=1)[C:23](=[O:27])[CH2:22][CH2:21]2)=[CH2:17].N1C=CC=CC=1C1C=CC=CN=1. The catalyst is ClC1C=CC=CC=1Cl.Cl[Cu]. The product is [F:4][C:3]([F:6])([F:5])[CH:2]([C:7]1[CH:8]=[C:9]([Cl:15])[C:10]([Cl:14])=[C:11]([Cl:13])[CH:12]=1)/[CH:17]=[CH:16]/[C:18]1[CH:19]=[C:20]2[C:24](=[CH:25][CH:26]=1)[C:23](=[O:27])[CH2:22][CH2:21]2. The yield is 0.250. (3) The reactants are P(Cl)(Cl)(Cl)(Cl)[Cl:2].NC.[CH3:9][N:10]([CH2:15][C:16]1[O:17][C:18]2[CH:25]=[CH:24][CH:23]=[CH:22][C:19]=2[C:20]=1[CH3:21])[C:11](=[O:14])[CH:12]=[CH2:13].CCN(C(C)C)C(C)C.CC1C=CC=CC=1P(C1C=CC=CC=1C)C1C=CC=CC=1C.Cl.Br[C:59]1[CH:68]=[N:67][C:66]2[NH:65]/[C:64](=[N:69]/[CH3:70])/[C:63]([CH3:72])([CH3:71])[O:62][C:61]=2[CH:60]=1.ClC(Cl)C.BrC1C=NC2NC(=O)C(C)(C)OC=2C=1. The catalyst is C(Cl)Cl.CC([O-])=O.CC([O-])=O.[Pd+2].CN(C=O)C. The product is [ClH:2].[CH3:71][C:63]1([CH3:72])[O:62][C:61]2[CH:60]=[C:59](/[CH:13]=[CH:12]/[C:11]([N:10]([CH3:9])[CH2:15][C:16]3[O:17][C:18]4[CH:25]=[CH:24][CH:23]=[CH:22][C:19]=4[C:20]=3[CH3:21])=[O:14])[CH:68]=[N:67][C:66]=2[NH:65]/[C:64]/1=[N:69]/[CH3:70]. The yield is 0.890. (4) The reactants are [F:1][C:2]1[CH:7]=[CH:6][CH:5]=[C:4]([F:8])[C:3]=1[C:9]1[NH:17][C:16]2[CH2:15][CH2:14][N:13]([C:18]3[N:19]=[C:20]([C:24]4[CH:29]=[CH:28][CH:27]=[CH:26][N:25]=4)[S:21][C:22]=3[CH3:23])[C:12](=O)[C:11]=2[CH:10]=1.CO. The catalyst is C1COCC1. The product is [F:8][C:4]1[CH:5]=[CH:6][CH:7]=[C:2]([F:1])[C:3]=1[C:9]1[NH:17][C:16]2[CH2:15][CH2:14][N:13]([C:18]3[N:19]=[C:20]([C:24]4[CH:29]=[CH:28][CH:27]=[CH:26][N:25]=4)[S:21][C:22]=3[CH3:23])[CH2:12][C:11]=2[CH:10]=1. The yield is 0.260. (5) The reactants are [Cl:1][C:2]1[CH:7]=[C:6]([O:8][C:9]2[CH:14]=[C:13]([F:15])[C:12]([N+:16]([O-])=O)=[CH:11][C:10]=2[F:19])[CH:5]=[CH:4][N:3]=1.C1COCC1.[Cl-].[NH4+]. The catalyst is CO.[Zn]. The product is [Cl:1][C:2]1[CH:7]=[C:6]([O:8][C:9]2[C:10]([F:19])=[CH:11][C:12]([NH2:16])=[C:13]([F:15])[CH:14]=2)[CH:5]=[CH:4][N:3]=1. The yield is 0.990. (6) The reactants are Br[C:2]1[N:7]=[C:6]([N:8]([C:15]2[CH:20]=[CH:19][CH:18]=[C:17](Br)[N:16]=2)[C:9]2[CH:14]=[CH:13][CH:12]=[CH:11][CH:10]=2)[CH:5]=[CH:4][CH:3]=1.[C:22]1(B(O)O)[CH:27]=[CH:26][CH:25]=[CH:24][CH:23]=1.O.[O-]P([O-])([O-])=O.[K+].[K+].[K+].[C:40]1(C)[CH:45]=[CH:44][CH:43]=[CH:42][CH:41]=1. The catalyst is O.C1C=CC(/C=C/C(/C=C/C2C=CC=CC=2)=O)=CC=1.C1C=CC(/C=C/C(/C=C/C2C=CC=CC=2)=O)=CC=1.C1C=CC(/C=C/C(/C=C/C2C=CC=CC=2)=O)=CC=1.[Pd].[Pd].C1(P(C2CCCCC2)C2C=CC=CC=2C2C(OC)=CC=CC=2OC)CCCCC1. The product is [C:9]1([N:8]([C:15]2[CH:20]=[CH:19][CH:18]=[C:17]([C:40]3[CH:45]=[CH:44][CH:43]=[CH:42][CH:41]=3)[N:16]=2)[C:6]2[CH:5]=[CH:4][CH:3]=[C:2]([C:22]3[CH:27]=[CH:26][CH:25]=[CH:24][CH:23]=3)[N:7]=2)[CH:14]=[CH:13][CH:12]=[CH:11][CH:10]=1. The yield is 0.920. (7) The reactants are [N+:1]([C:4]1[CH:5]=[C:6]([C:10]2[C:18]3[O:17][CH2:16][CH:15]([C:19]4[CH:24]=[CH:23][C:22]([CH:25]([CH3:27])[CH3:26])=[CH:21][CH:20]=4)[C:14]=3[C:13]([CH3:28])=[C:12]([NH:29][C:30](=[O:36])[CH2:31][C:32]([CH3:35])([CH3:34])[CH3:33])[C:11]=2[CH3:37])[CH:7]=[CH:8][CH:9]=1)([O-])=O.C([O-])=O.[NH4+]. The catalyst is C(O)C.[Pd]. The product is [NH2:1][C:4]1[CH:5]=[C:6]([C:10]2[C:18]3[O:17][CH2:16][CH:15]([C:19]4[CH:24]=[CH:23][C:22]([CH:25]([CH3:26])[CH3:27])=[CH:21][CH:20]=4)[C:14]=3[C:13]([CH3:28])=[C:12]([NH:29][C:30](=[O:36])[CH2:31][C:32]([CH3:35])([CH3:34])[CH3:33])[C:11]=2[CH3:37])[CH:7]=[CH:8][CH:9]=1. The yield is 0.920. (8) The reactants are [F:1][C:2]1[CH:3]=[C:4]([C@@H:9]2[C:14]([C:15]([O:17]C)=[O:16])=[C:13]([CH2:19][O:20][CH3:21])[NH:12][C:11](=[O:22])[NH:10]2)[CH:5]=[CH:6][C:7]=1[F:8].[OH-].[Li+]. The catalyst is O.C1COCC1. The product is [F:1][C:2]1[CH:3]=[C:4]([C@@H:9]2[C:14]([C:15]([OH:17])=[O:16])=[C:13]([CH2:19][O:20][CH3:21])[NH:12][C:11](=[O:22])[NH:10]2)[CH:5]=[CH:6][C:7]=1[F:8]. The yield is 0.900. (9) The reactants are [OH:1][CH:2]1[CH2:7][CH2:6][N:5]([CH2:8][C:9]([OH:11])=O)[CH2:4][CH2:3]1.[NH2:12][C@@H:13]([CH3:37])[C:14]([NH:16][C@@H:17]([CH2:28][C:29]1[CH:34]=[CH:33][C:32]([O:35][CH3:36])=[CH:31][CH:30]=1)[C:18]([O:20][CH2:21][C:22]1[CH:27]=[CH:26][CH:25]=[CH:24][CH:23]=1)=[O:19])=[O:15].CN(C(ON1N=NC2C=CC=NC1=2)=[N+](C)C)C.F[P-](F)(F)(F)(F)F.CN1CCOCC1. The catalyst is ClCCl.O. The product is [OH:1][CH:2]1[CH2:3][CH2:4][N:5]([CH2:8][C:9]([NH:12][C@@H:13]([CH3:37])[C:14]([NH:16][C@@H:17]([CH2:28][C:29]2[CH:30]=[CH:31][C:32]([O:35][CH3:36])=[CH:33][CH:34]=2)[C:18]([O:20][CH2:21][C:22]2[CH:27]=[CH:26][CH:25]=[CH:24][CH:23]=2)=[O:19])=[O:15])=[O:11])[CH2:6][CH2:7]1. The yield is 0.870.